This data is from Full USPTO retrosynthesis dataset with 1.9M reactions from patents (1976-2016). The task is: Predict the reactants needed to synthesize the given product. Given the product [NH2:11][C@H:12]1[C:20]2[C:15](=[CH:16][CH:17]=[C:18]([O:21][CH3:22])[CH:19]=2)[C@H:14]([OH:23])[CH2:13]1, predict the reactants needed to synthesize it. The reactants are: C(=O)([O-])[O-].[K+].[K+].FC(F)(F)C([NH:11][C@H:12]1[C:20]2[C:15](=[CH:16][CH:17]=[C:18]([O:21][CH3:22])[CH:19]=2)[C@H:14]([OH:23])[CH2:13]1)=O.